This data is from Catalyst prediction with 721,799 reactions and 888 catalyst types from USPTO. The task is: Predict which catalyst facilitates the given reaction. (1) Reactant: [Cl:1][C:2]1[CH:10]=[C:9]2[C:5]([CH:6]=[C:7]([CH2:11]O)[NH:8]2)=[CH:4][CH:3]=1.FC(F)(F)C(O)=O.C([SiH](CC)CC)C. Product: [Cl:1][C:2]1[CH:10]=[C:9]2[C:5]([CH:6]=[C:7]([CH3:11])[NH:8]2)=[CH:4][CH:3]=1. The catalyst class is: 26. (2) Reactant: CO[C:3]1C=C2C(CCC2=O)=C[C:4]=1[C:13]1[N:14]=[N:15][C:16]([N:19]([CH3:30])[CH:20]2[CH2:25][C:24]([CH3:27])([CH3:26])[NH:23][C:22]([CH3:29])([CH3:28])[CH2:21]2)=[CH:17][CH:18]=1.[CH:31]([O:33][CH2:34][CH3:35])=O.[H-].[Na+].C(O)(=O)C.O.[NH2:43][NH2:44].[C:45]1([CH3:51])[CH:50]=[CH:49][CH:48]=[CH:47]C=1. Product: [CH3:31][O:33][C:34]1[CH:35]=[C:49]2[C:48]([CH2:47][C:45]3[CH:51]=[N:44][NH:43][C:50]=32)=[CH:3][C:4]=1[C:13]1[N:14]=[N:15][C:16]([N:19]([CH3:30])[CH:20]2[CH2:25][C:24]([CH3:26])([CH3:27])[NH:23][C:22]([CH3:29])([CH3:28])[CH2:21]2)=[CH:17][CH:18]=1. The catalyst class is: 8. (3) Reactant: [CH3:1][C@@:2]1([CH:8]=[CH:9][C:10]2[N:11]([CH2:15][CH3:16])[CH:12]=[CH:13][CH:14]=2)[CH2:6][O:5][C:4](=[O:7])[NH:3]1. Product: [CH3:1][C@@:2]1([CH2:8][CH2:9][C:10]2[N:11]([CH2:15][CH3:16])[CH:12]=[CH:13][CH:14]=2)[CH2:6][O:5][C:4](=[O:7])[NH:3]1. The catalyst class is: 178. (4) The catalyst class is: 10. Reactant: [CH2:1]([S:3][C:4]1[NH:9][C:8](=[O:10])[CH:7]=[C:6]([CH3:11])[N:5]=1)[CH3:2].Br[CH2:13][C:14]1[CH:19]=[CH:18][C:17]([C:20]2[C:21]([C:26]#[N:27])=[CH:22][CH:23]=[CH:24][CH:25]=2)=[CH:16][CH:15]=1.C(=O)([O-])[O-].[K+].[K+]. Product: [CH2:1]([S:3][C:4]1[N:9]([CH2:13][C:14]2[CH:15]=[CH:16][C:17]([C:20]3[C:21]([C:26]#[N:27])=[CH:22][CH:23]=[CH:24][CH:25]=3)=[CH:18][CH:19]=2)[C:8](=[O:10])[CH:7]=[C:6]([CH3:11])[N:5]=1)[CH3:2].